From a dataset of Full USPTO retrosynthesis dataset with 1.9M reactions from patents (1976-2016). Predict the reactants needed to synthesize the given product. Given the product [CH:18]([N:17]1[C:11]2[CH:10]=[C:9]([NH:8][C:6]3[CH:5]=[CH:4][N:3]=[C:2]([N:21]4[CH2:26][CH2:25][O:24][CH2:23][CH2:22]4)[N:7]=3)[N:14]=[CH:13][C:12]=2[N:15]=[CH:16]1)([CH3:20])[CH3:19], predict the reactants needed to synthesize it. The reactants are: Cl[C:2]1[N:7]=[C:6]([NH:8][C:9]2[N:14]=[CH:13][C:12]3[N:15]=[CH:16][N:17]([CH:18]([CH3:20])[CH3:19])[C:11]=3[CH:10]=2)[CH:5]=[CH:4][N:3]=1.[NH:21]1[CH2:26][CH2:25][O:24][CH2:23][CH2:22]1.CCN(C(C)C)C(C)C.O.